Dataset: Forward reaction prediction with 1.9M reactions from USPTO patents (1976-2016). Task: Predict the product of the given reaction. (1) Given the reactants [Br:1][C:2]1[CH:3]=[CH:4][C:5](F)=[C:6]([C:8](=[O:13])[C:9]([F:12])([F:11])[F:10])[CH:7]=1.C([O-])([O-])=O.[K+].[K+].[CH3:21][C:22]1[CH:26]=[CH:25][NH:24][N:23]=1.O, predict the reaction product. The product is: [Br:1][C:2]1[CH:3]=[CH:4][C:5]([N:24]2[CH:25]=[CH:26][C:22]([CH3:21])=[N:23]2)=[C:6]([C:8](=[O:13])[C:9]([F:12])([F:11])[F:10])[CH:7]=1. (2) Given the reactants [CH3:1][C:2]([CH3:12])([CH3:11])[C:3](=O)[CH2:4][C:5]([O:7][CH2:8]C)=[O:6].COC(OC)[N:16]([CH3:18])C.O.[NH2:22]N, predict the reaction product. The product is: [C:2]([C:3]1[C:4]([C:5]([O:7][CH3:8])=[O:6])=[CH:18][NH:16][N:22]=1)([CH3:12])([CH3:11])[CH3:1]. (3) Given the reactants [CH3:1][O:2][C:3](=[O:36])[C@@H:4]([NH:14][C:15]([C:17]1[C:18]([CH3:35])=[N:19][C:20]([NH:24][CH2:25][CH2:26][CH2:27][C:28]2[CH:33]=[CH:32][CH:31]=[C:30]([OH:34])[CH:29]=2)=[N:21][C:22]=1[CH3:23])=[O:16])[CH2:5][NH:6]C(OC(C)(C)C)=O.[ClH:37], predict the reaction product. The product is: [ClH:37].[CH3:1][O:2][C:3](=[O:36])[C@@H:4]([NH:14][C:15]([C:17]1[C:18]([CH3:35])=[N:19][C:20]([NH:24][CH2:25][CH2:26][CH2:27][C:28]2[CH:33]=[CH:32][CH:31]=[C:30]([OH:34])[CH:29]=2)=[N:21][C:22]=1[CH3:23])=[O:16])[CH2:5][NH2:6]. (4) Given the reactants [P:1]([O:9]CC)([O:6][CH2:7][CH3:8])([O:3][CH2:4][CH3:5])=[O:2].COC(=O)[O-].[CH2:17]([N+:19]1[CH:23]=[CH:22][N:21]([CH3:24])[CH:20]=1)[CH3:18], predict the reaction product. The product is: [CH2:4]([O:3][P:1]([O-:9])([O:6][CH2:7][CH3:8])=[O:2])[CH3:5].[CH2:17]([N+:19]1[CH:23]=[CH:22][N:21]([CH3:24])[CH:20]=1)[CH3:18]. (5) Given the reactants Cl.[Cl:2][C:3]1[C:4]([F:32])=[C:5]([NH:9][C:10]2[C:19]3[C:14](=[CH:15][C:16]([O:30][CH3:31])=[C:17]([O:20][C@H:21]4[CH2:25][NH:24][C@H:23]([C:26]([O:28][CH3:29])=[O:27])[CH2:22]4)[CH:18]=3)[N:13]=[CH:12][N:11]=2)[CH:6]=[CH:7][CH:8]=1.C=O.C([BH3-])#N.[Na+].S([O-])([O-])(=O)=O.[Mg+2], predict the reaction product. The product is: [ClH:2].[Cl:2][C:3]1[C:4]([F:32])=[C:5]([NH:9][C:10]2[C:19]3[C:14](=[CH:15][C:16]([O:30][CH3:31])=[C:17]([O:20][C@@H:21]4[CH2:25][NH:24][C@@H:23]([C:26]([O:28][CH3:29])=[O:27])[CH2:22]4)[CH:18]=3)[N:13]=[CH:12][N:11]=2)[CH:6]=[CH:7][CH:8]=1.